This data is from Forward reaction prediction with 1.9M reactions from USPTO patents (1976-2016). The task is: Predict the product of the given reaction. (1) Given the reactants CO[C:3]([C:5]1[S:9][C:8]([CH2:10][CH2:11][C:12]2[C:13]([CH2:18][CH2:19][CH2:20][CH3:21])=[N:14][O:15][C:16]=2[CH3:17])=[N:7][CH:6]=1)=[O:4].[NH2:22][CH:23]([CH3:26])[CH2:24][OH:25], predict the reaction product. The product is: [OH:25][CH2:24][CH:23]([NH:22][C:3]([C:5]1[S:9][C:8]([CH2:10][CH2:11][C:12]2[C:13]([CH2:18][CH2:19][CH2:20][CH3:21])=[N:14][O:15][C:16]=2[CH3:17])=[N:7][CH:6]=1)=[O:4])[CH3:26]. (2) Given the reactants [CH2:1]([O:8][C:9](=[O:16])[NH:10][CH:11]([CH3:15])[CH2:12][CH:13]=[CH2:14])[C:2]1[CH:7]=[CH:6][CH:5]=[CH:4][CH:3]=1.[H-].[Na+].[Br:19][C:20]1[CH:27]=[CH:26][C:23]([CH2:24]Br)=[CH:22][CH:21]=1, predict the reaction product. The product is: [CH2:1]([O:8][C:9](=[O:16])[N:10]([CH2:24][C:23]1[CH:26]=[CH:27][C:20]([Br:19])=[CH:21][CH:22]=1)[CH:11]([CH3:15])[CH2:12][CH:13]=[CH2:14])[C:2]1[CH:7]=[CH:6][CH:5]=[CH:4][CH:3]=1.